Dataset: Full USPTO retrosynthesis dataset with 1.9M reactions from patents (1976-2016). Task: Predict the reactants needed to synthesize the given product. (1) Given the product [F:1][C:2]1[CH:3]=[CH:4][C:5]([O:18][CH:19]([CH3:21])[CH3:20])=[C:6]([N:8]2[CH2:13][CH2:12][N:11]([CH2:14][CH2:15][CH2:16][N:17]3[C:26](=[O:27])[CH2:25][C:23](=[CH2:24])[C:22]3=[O:28])[CH2:10][CH2:9]2)[CH:7]=1, predict the reactants needed to synthesize it. The reactants are: [F:1][C:2]1[CH:3]=[CH:4][C:5]([O:18][CH:19]([CH3:21])[CH3:20])=[C:6]([N:8]2[CH2:13][CH2:12][N:11]([CH2:14][CH2:15][CH2:16][NH2:17])[CH2:10][CH2:9]2)[CH:7]=1.[C:22]1(=O)[O:28][C:26](=[O:27])[CH2:25][C:23]1=[CH2:24]. (2) Given the product [Cl:1][C:2]1[N:7]=[C:6]([N:9]2[CH2:14][CH2:13][CH2:12][CH:11]([C:15]([O:17][CH2:18][CH3:19])=[O:16])[CH2:10]2)[CH:5]=[CH:4][N:3]=1, predict the reactants needed to synthesize it. The reactants are: [Cl:1][C:2]1[N:7]=[C:6](Cl)[CH:5]=[CH:4][N:3]=1.[NH:9]1[CH2:14][CH2:13][CH2:12][CH:11]([C:15]([O:17][CH2:18][CH3:19])=[O:16])[CH2:10]1. (3) Given the product [CH3:46][O:45][C:42]1[CH:43]=[C:44]2[C:39](=[CH:40][CH:41]=1)[NH:38][CH:37]=[C:36]2[CH2:35][CH2:34][CH2:33][CH2:32][N:17]1[CH2:16][CH2:15][N:14]([C:11]2[CH:10]=[CH:9][C:8]([N:5]3[CH:6]=[CH:7][C:2]([CH3:1])=[CH:3][C:4]3=[O:20])=[CH:13][CH:12]=2)[CH2:19][CH2:18]1, predict the reactants needed to synthesize it. The reactants are: [CH3:1][C:2]1[CH:7]=[CH:6][N:5]([C:8]2[CH:13]=[CH:12][C:11]([N:14]3[CH2:19][CH2:18][NH:17][CH2:16][CH2:15]3)=[CH:10][CH:9]=2)[C:4](=[O:20])[CH:3]=1.CC1C=CC(S(O[CH2:32][CH2:33][CH2:34][CH2:35][C:36]2[C:44]3[C:39](=[CH:40][CH:41]=[C:42]([O:45][CH3:46])[CH:43]=3)[NH:38][CH:37]=2)(=O)=O)=CC=1.C(=O)([O-])[O-].[K+].[K+].[I-].[K+]. (4) Given the product [Cl:1][C:2]1[CH:3]=[C:4]2[C:8](=[C:9]([F:11])[CH:10]=1)[N:7]([CH2:12][CH2:13][C:14]([O:16][CH2:17][CH3:18])=[O:15])[C:6]([CH2:19][O:20][S:29]([CH3:28])(=[O:31])=[O:30])=[CH:5]2, predict the reactants needed to synthesize it. The reactants are: [Cl:1][C:2]1[CH:3]=[C:4]2[C:8](=[C:9]([F:11])[CH:10]=1)[N:7]([CH2:12][CH2:13][C:14]([O:16][CH2:17][CH3:18])=[O:15])[C:6]([CH2:19][OH:20])=[CH:5]2.C(N(CC)CC)C.[CH3:28][S:29](Cl)(=[O:31])=[O:30]. (5) Given the product [O:27]1[C:23]2[CH:22]=[CH:21][C:20]([C:18](=[O:19])[CH2:17][CH2:16][C:15]([NH:14][C:4]3[CH:3]=[C:2]([C:65]4[CH:66]=[C:67]([O:71][CH3:72])[C:68]([O:69][CH3:70])=[C:63]([O:62][CH3:61])[CH:64]=4)[CH:7]=[C:6]([C:8]4[CH:13]=[CH:12][CH:11]=[CH:10][CH:9]=4)[N:5]=3)=[O:29])=[CH:28][C:24]=2[CH2:25][CH2:26]1, predict the reactants needed to synthesize it. The reactants are: Cl[C:2]1[CH:7]=[C:6]([C:8]2[CH:13]=[CH:12][CH:11]=[CH:10][CH:9]=2)[N:5]=[C:4]([NH:14][C:15](=[O:29])[CH2:16][CH2:17][C:18]([C:20]2[CH:21]=[CH:22][C:23]3[O:27][CH2:26][CH2:25][C:24]=3[CH:28]=2)=[O:19])[CH:3]=1.C1(C2C=CC=CC=2)C=CC=CC=1P(C1CCCCC1)C1CCCCC1.C(=O)([O-])[O-].[K+].[K+].[CH3:61][O:62][C:63]1[CH:64]=[C:65](B(O)O)[CH:66]=[C:67]([O:71][CH3:72])[C:68]=1[O:69][CH3:70].